From a dataset of Aqueous solubility values for 9,982 compounds from the AqSolDB database. Regression/Classification. Given a drug SMILES string, predict its absorption, distribution, metabolism, or excretion properties. Task type varies by dataset: regression for continuous measurements (e.g., permeability, clearance, half-life) or binary classification for categorical outcomes (e.g., BBB penetration, CYP inhibition). For this dataset (solubility_aqsoldb), we predict Y. (1) The drug is CC1=CCC(=C(C)C)CC1. The Y is -4.29 log mol/L. (2) The molecule is O=C([O-])C(O)C(O)C1OB(O)OC1CO.O=C([O-])C(O)C(O)C1OB(O)OC1CO.[Ca+2]. The Y is 0.317 log mol/L. (3) The drug is C=CC(=O)OCCC(F)(F)C(F)(F)C(F)(F)C(F)(F)C(F)(F)C(F)(F)F. The Y is -6.35 log mol/L. (4) The compound is CC(C)(C)c1ccc(OP(=O)(Oc2ccccc2)Oc2ccccc2)cc1. The Y is -5.08 log mol/L. (5) The Y is -4.45 log mol/L. The compound is Cc1c(OCc2ccccn2)ccc2c(=O)cc(N3CCOCC3)oc12. (6) The compound is C=C(C)C(=O)OC1CC(C)CC(C)(C)C1. The Y is -4.60 log mol/L. (7) The compound is ClCc1ccccc1. The Y is -2.38 log mol/L.